Dataset: Cav3 T-type calcium channel HTS with 100,875 compounds. Task: Binary Classification. Given a drug SMILES string, predict its activity (active/inactive) in a high-throughput screening assay against a specified biological target. (1) The drug is ClC1=C/C(=c2\n(c(SCC(=O)Nc3c(n(nc3C)Cc3ccccc3)C)n[nH]2)C)C(=O)C=C1. The result is 0 (inactive). (2) The molecule is n1(c(c(CCC)c(=N)c2c1cccc2)CCCC)C. The result is 0 (inactive). (3) The compound is Fc1cc(Nc2nc(NCc3ccccc3)nc(N)c2[N+]([O-])=O)ccc1. The result is 0 (inactive). (4) The molecule is N1(CCC(CC1)C)c1n2nc(c(c2nc(c1)C)c1ccccc1)C. The result is 0 (inactive). (5) The molecule is O=C(NC12CC3CC(C1)CC(C2)C3)NC1CC2N(C(C1)CC2)C(=O)NC1CCCCC1. The result is 0 (inactive). (6) The compound is Fc1c(CNC(=O)C2CCN(CC2)C(=O)NCc2ccccc2)cccc1. The result is 0 (inactive). (7) The compound is Fc1cc2c([nH]c(c2)C(O)=O)cc1. The result is 0 (inactive).